Dataset: Forward reaction prediction with 1.9M reactions from USPTO patents (1976-2016). Task: Predict the product of the given reaction. Given the reactants [Cl:1][C:2]1[N:7]=[C:6]2[CH:8]=[C:9]([C:11]#[N:12])[NH:10][C:5]2=[CH:4][CH:3]=1.C([O-])([O-])=O.[K+].[K+].[CH2:19](Br)[C:20]1[CH:25]=[CH:24][CH:23]=[CH:22][CH:21]=1, predict the reaction product. The product is: [CH2:19]([N:10]1[C:5]2[C:6](=[N:7][C:2]([Cl:1])=[CH:3][CH:4]=2)[CH:8]=[C:9]1[C:11]#[N:12])[C:20]1[CH:25]=[CH:24][CH:23]=[CH:22][CH:21]=1.